This data is from Forward reaction prediction with 1.9M reactions from USPTO patents (1976-2016). The task is: Predict the product of the given reaction. Given the reactants [CH2:1]([C:8]1[C:9]2[CH:10]=[CH:11][C:12]([O:31][CH3:32])=[C:13]([O:29][CH3:30])[C:14]=2[CH2:15][NH+:16]2[CH2:25][CH2:24][C:23]3[C:18](=[CH:19][C:20]4[O:28][CH2:27][O:26][C:21]=4[CH:22]=3)[C:17]=12)[C:2]1[CH:7]=[CH:6][CH:5]=[CH:4][CH:3]=1.[Br-].[OH-:34].[Na+], predict the reaction product. The product is: [CH2:1]([C:8]1[C:9]2[CH:10]=[CH:11][C:12]([O:31][CH3:32])=[C:13]([O:29][CH3:30])[C:14]=2[C:15](=[O:34])[N:16]2[CH2:25][CH2:24][C:23]3[C:18](=[CH:19][C:20]4[O:28][CH2:27][O:26][C:21]=4[CH:22]=3)[C:17]=12)[C:2]1[CH:3]=[CH:4][CH:5]=[CH:6][CH:7]=1.